The task is: Predict which catalyst facilitates the given reaction.. This data is from Catalyst prediction with 721,799 reactions and 888 catalyst types from USPTO. (1) Reactant: [NH2:1][C@H:2]([C:4]1[N:13]([CH:14]2[CH2:16][CH2:15]2)[C:12](=[O:17])[C:11]2[C:6](=[CH:7][CH:8]=[CH:9][C:10]=2[C:18]2[CH:19]=[N:20][N:21]([CH3:23])[CH:22]=2)[N:5]=1)[CH3:3].Cl[C:25]1[N:30]=[CH:29][N:28]=[C:27]([NH2:31])[C:26]=1[C:32]1[O:33][C:34]([CH3:37])=[N:35][N:36]=1.C(N(CC)C(C)C)(C)C. Product: [NH2:31][C:27]1[N:28]=[CH:29][N:30]=[C:25]([NH:1][C@H:2]([C:4]2[N:13]([CH:14]3[CH2:16][CH2:15]3)[C:12](=[O:17])[C:11]3[C:6](=[CH:7][CH:8]=[CH:9][C:10]=3[C:18]3[CH:19]=[N:20][N:21]([CH3:23])[CH:22]=3)[N:5]=2)[CH3:3])[C:26]=1[C:32]1[O:33][C:34]([CH3:37])=[N:35][N:36]=1. The catalyst class is: 114. (2) Reactant: [C:1]([CH2:9][C:10](=O)[C:11]1[CH:16]=[CH:15][CH:14]=[CH:13][CH:12]=1)(=[O:8])[C:2]1[CH:7]=[CH:6][CH:5]=[CH:4][CH:3]=1.[C:18]([O:22]C)(=[O:21])[CH:19]=[CH2:20].CC(C)([O-])C.[K+].Cl.[OH-].[Na+].C[N:34](C)C=O. Product: [C:11]1([C:10]2[C:9]([CH2:20][CH2:19][C:18]([OH:22])=[O:21])=[C:1]([C:2]3[CH:7]=[CH:6][CH:5]=[CH:4][CH:3]=3)[O:8][N:34]=2)[CH:16]=[CH:15][CH:14]=[CH:13][CH:12]=1. The catalyst class is: 5. (3) Reactant: [C:1]([O:5][C:6]([N:8]([C:32]([O:34][C:35]([CH3:38])([CH3:37])[CH3:36])=[O:33])[C:9]1[C:10]([C:28]([O:30][CH3:31])=[O:29])=[N:11][C:12]([C:15]2[CH2:16][CH2:17][N:18]([C:21]([O:23][C:24]([CH3:27])([CH3:26])[CH3:25])=[O:22])[CH2:19][CH:20]=2)=[CH:13][N:14]=1)=[O:7])([CH3:4])([CH3:3])[CH3:2]. Product: [C:35]([O:34][C:32]([N:8]([C:6]([O:5][C:1]([CH3:4])([CH3:3])[CH3:2])=[O:7])[C:9]1[C:10]([C:28]([O:30][CH3:31])=[O:29])=[N:11][C:12]([CH:15]2[CH2:20][CH2:19][N:18]([C:21]([O:23][C:24]([CH3:26])([CH3:27])[CH3:25])=[O:22])[CH2:17][CH2:16]2)=[CH:13][N:14]=1)=[O:33])([CH3:36])([CH3:37])[CH3:38]. The catalyst class is: 19. (4) Reactant: [OH:1][CH2:2][C@H:3]([CH:19]([CH3:21])[CH3:20])[CH2:4][C@H:5]1[CH2:9][O:8][C:7]([CH3:11])([CH3:10])[N:6]1[C:12]([O:14][C:15]([CH3:18])([CH3:17])[CH3:16])=[O:13].C(N(CC)CC)C.[CH3:29][S:30](Cl)(=[O:32])=[O:31]. Product: [CH3:29][S:30]([O:1][CH2:2][C@H:3]([CH:19]([CH3:21])[CH3:20])[CH2:4][C@H:5]1[CH2:9][O:8][C:7]([CH3:11])([CH3:10])[N:6]1[C:12]([O:14][C:15]([CH3:18])([CH3:17])[CH3:16])=[O:13])(=[O:32])=[O:31]. The catalyst class is: 4. (5) Reactant: C(=O)([O-])[O-].[Cs+].[Cs+].Cl[C:8]1[C:13]([CH3:14])=[C:12]([O:15][CH:16]2[CH2:21][CH2:20][N:19]([C:22]3[N:27]=[CH:26][CH:25]=[CH:24][N:23]=3)[CH2:18][CH2:17]2)[N:11]=[CH:10][N:9]=1.[CH3:28][C:29]1([CH3:42])[O:34][CH2:33][CH:32]([C:35]2[CH:40]=[CH:39][C:38]([OH:41])=[CH:37][CH:36]=2)[CH2:31][O:30]1. Product: [CH3:28][C:29]1([CH3:42])[O:30][CH2:31][CH:32]([C:35]2[CH:40]=[CH:39][C:38]([O:41][C:8]3[C:13]([CH3:14])=[C:12]([O:15][CH:16]4[CH2:21][CH2:20][N:19]([C:22]5[N:27]=[CH:26][CH:25]=[CH:24][N:23]=5)[CH2:18][CH2:17]4)[N:11]=[CH:10][N:9]=3)=[CH:37][CH:36]=2)[CH2:33][O:34]1. The catalyst class is: 3.